Dataset: Forward reaction prediction with 1.9M reactions from USPTO patents (1976-2016). Task: Predict the product of the given reaction. The product is: [F:13][C:12]([F:15])([F:14])[C:9]1([C:5]2[CH:4]=[C:3]([CH:8]=[CH:7][CH:6]=2)[CH2:2][N:20]2[C:16](=[O:26])[C:17]3[C:18](=[CH:22][CH:23]=[CH:24][CH:25]=3)[C:19]2=[O:21])[NH:11][NH:10]1. Given the reactants Br[CH2:2][C:3]1[CH:4]=[C:5]([C:9]2([C:12]([F:15])([F:14])[F:13])[N:11]=[N:10]2)[CH:6]=[CH:7][CH:8]=1.[C:16]1(=[O:26])[NH:20][C:19](=[O:21])[C:18]2=[CH:22][CH:23]=[CH:24][CH:25]=[C:17]12.[K], predict the reaction product.